From a dataset of Reaction yield outcomes from USPTO patents with 853,638 reactions. Predict the reaction yield, written as a fraction of the theoretical maximum amount of product (1.0 means a 100% yield; for example, 0.34 means a 34% yield). The reactants are [I:1][C:2]1[CH:3]=[C:4]([OH:21])[CH:5]=[C:6]([I:20])[C:7]=1[O:8][C:9]1[CH:14]=[CH:13][C:12]([O:15]C)=[C:11]([CH:17]([CH3:19])[CH3:18])[CH:10]=1.B(Br)(Br)Br. The catalyst is ClCCl. The product is [I:1][C:2]1[CH:3]=[C:4]([OH:21])[CH:5]=[C:6]([I:20])[C:7]=1[O:8][C:9]1[CH:14]=[CH:13][C:12]([OH:15])=[C:11]([CH:17]([CH3:19])[CH3:18])[CH:10]=1. The yield is 0.660.